This data is from Full USPTO retrosynthesis dataset with 1.9M reactions from patents (1976-2016). The task is: Predict the reactants needed to synthesize the given product. (1) Given the product [CH:27]1([CH2:26][NH:25][C:3](=[O:24])[C:4]2[CH:9]=[CH:8][C:7]([O:10][CH2:11][C:12]3[C:13]([C:17]4[CH:18]=[CH:19][C:20]([F:23])=[CH:21][CH:22]=4)=[N:14][O:15][CH:16]=3)=[N:6][CH:5]=2)[CH2:29][CH2:28]1, predict the reactants needed to synthesize it. The reactants are: CO[C:3](=[O:24])[C:4]1[CH:9]=[CH:8][C:7]([O:10][CH2:11][C:12]2[C:13]([C:17]3[CH:22]=[CH:21][C:20]([F:23])=[CH:19][CH:18]=3)=[N:14][O:15][CH:16]=2)=[N:6][CH:5]=1.[NH2:25][CH2:26][CH:27]1[CH2:29][CH2:28]1. (2) Given the product [NH2:8][C@@H:9]([C:18]1[CH:23]=[CH:22][CH:21]=[CH:20][C:19]=1[S:24]([CH:27]([CH3:29])[CH3:28])(=[O:26])=[O:25])[CH2:10][C:11]([O:13][C:14]([CH3:17])([CH3:16])[CH3:15])=[O:12], predict the reactants needed to synthesize it. The reactants are: C([N:8]([C@H](C1C=CC=CC=1)C)[C@@H:9]([C:18]1[CH:23]=[CH:22][CH:21]=[CH:20][C:19]=1[S:24]([CH:27]([CH3:29])[CH3:28])(=[O:26])=[O:25])[CH2:10][C:11]([O:13][C:14]([CH3:17])([CH3:16])[CH3:15])=[O:12])C1C=CC=CC=1.[H][H].